Dataset: Full USPTO retrosynthesis dataset with 1.9M reactions from patents (1976-2016). Task: Predict the reactants needed to synthesize the given product. (1) Given the product [C:26]([O:30][C:31]([N:33]1[CH:10]([C:13](=[O:25])[NH:14][CH2:15][C:16]([C:18]2[CH:19]=[CH:20][C:21]([Br:24])=[CH:22][CH:23]=2)=[O:17])[CH:11]2[CH2:12][CH:34]1[CH2:35][CH2:36]2)=[O:32])([CH3:29])([CH3:28])[CH3:27], predict the reactants needed to synthesize it. The reactants are: C(OC(N1[CH2:12][CH2:11][CH:10]([C:13](=[O:25])[NH:14][CH2:15][C:16]([C:18]2[CH:23]=[CH:22][C:21]([Br:24])=[CH:20][CH:19]=2)=[O:17])C1)=O)(C)(C)C.[C:26]([O:30][C:31]([N:33]1C(C(O)=O)C2C[CH:34]1[CH2:35][CH2:36]2)=[O:32])([CH3:29])([CH3:28])[CH3:27]. (2) Given the product [CH2:1]([O:3][C:4]([C:6]1[N:11]=[C:10]([CH3:24])[C:9]2[N:13]=[C:14]([C:16]3[CH:21]=[CH:20][C:19]([F:22])=[CH:18][CH:17]=3)[S:15][C:8]=2[C:7]=1[OH:23])=[O:5])[CH3:2], predict the reactants needed to synthesize it. The reactants are: [CH2:1]([O:3][C:4]([C:6]1[N:11]=[C:10](Br)[C:9]2[N:13]=[C:14]([C:16]3[CH:21]=[CH:20][C:19]([F:22])=[CH:18][CH:17]=3)[S:15][C:8]=2[C:7]=1[OH:23])=[O:5])[CH3:2].[CH3:24][Sn](C)(C)C. (3) Given the product [Cl:1][C:2]1[CH:3]=[C:4]([CH:21]=[CH:22][CH:23]=1)[CH2:5][NH:6][C:7]1[N:20]=[C:10]2[C:11]([O:18][CH3:19])=[CH:12][C:13]([C:15]([N:29]3[CH:28]([CH:31]4[CH2:32][CH:33]([OH:35])[CH2:34]4)[CH2:27][O:26][CH:25]([CH3:24])[CH2:30]3)=[O:17])=[CH:14][N:9]2[N:8]=1, predict the reactants needed to synthesize it. The reactants are: [Cl:1][C:2]1[CH:3]=[C:4]([CH:21]=[CH:22][CH:23]=1)[CH2:5][NH:6][C:7]1[N:20]=[C:10]2[C:11]([O:18][CH3:19])=[CH:12][C:13]([C:15]([OH:17])=O)=[CH:14][N:9]2[N:8]=1.[CH3:24][CH:25]1[CH2:30][NH:29][CH:28]([CH:31]2[CH2:34][CH:33]([OH:35])[CH2:32]2)[CH2:27][O:26]1.C(N(CC)C(C)C)(C)C.CN(C(ON1N=NC2C=CC=NC1=2)=[N+](C)C)C.F[P-](F)(F)(F)(F)F. (4) Given the product [Cl:23][C:19]1[CH:20]=[C:21]2[C:16](=[C:17]([NH:24][CH:25]3[CH2:30][CH2:29][O:28][CH2:27][CH2:26]3)[CH:18]=1)[NH:15][C:14]([C:11]1[S:12][CH2:13][C@@H:9]([CH2:8][CH2:7][N:4]3[CH2:5][CH2:6][C@H:2]([NH:1][C:40](=[O:42])[CH3:41])[CH2:3]3)[N:10]=1)=[CH:22]2, predict the reactants needed to synthesize it. The reactants are: [NH2:1][C@H:2]1[CH2:6][CH2:5][N:4]([CH2:7][CH2:8][C@@H:9]2[CH2:13][S:12][C:11]([C:14]3[NH:15][C:16]4[C:21]([CH:22]=3)=[CH:20][C:19]([Cl:23])=[CH:18][C:17]=4[NH:24][CH:25]3[CH2:30][CH2:29][O:28][CH2:27][CH2:26]3)=[N:10]2)[CH2:3]1.C(N(C(C)C)CC)(C)C.[C:40](Cl)(=[O:42])[CH3:41].O. (5) The reactants are: [NH:1]1[CH:5]=[C:4]([C:6]2[CH:7]=[C:8]3[C:13](=[CH:14][CH:15]=2)[CH:12]=[N:11][CH:10]=[CH:9]3)[CH:3]=[N:2]1.[F:16][C:17]([F:40])([F:39])[C:18]1[CH:38]=[CH:37][C:21]([CH2:22][C@H:23]2[CH2:27]OS(=O)(=O)[N:24]2[C:30]([O:32][C:33]([CH3:36])([CH3:35])[CH3:34])=[O:31])=[CH:20][CH:19]=1.C(=O)([O-])[O-].[Cs+].[Cs+]. Given the product [CH:12]1[C:13]2[C:8](=[CH:7][C:6]([C:4]3[CH:5]=[N:1][N:2]([CH2:27][C@@H:23]([NH:24][C:30](=[O:31])[O:32][C:33]([CH3:36])([CH3:35])[CH3:34])[CH2:22][C:21]4[CH:37]=[CH:38][C:18]([C:17]([F:40])([F:39])[F:16])=[CH:19][CH:20]=4)[CH:3]=3)=[CH:15][CH:14]=2)[CH:9]=[CH:10][N:11]=1, predict the reactants needed to synthesize it. (6) Given the product [O:1]1[CH2:5][CH2:4][CH2:3][N:2]1[C:6]1[CH:11]=[C:10]([Cl:12])[C:9]([S:13]([NH2:16])(=[O:14])=[O:15])=[C:8]([OH:17])[C:7]=1[NH2:18], predict the reactants needed to synthesize it. The reactants are: [O:1]1[CH2:5][CH2:4][CH2:3][N:2]1[C:6]1[CH:11]=[C:10]([Cl:12])[C:9]([S:13]([NH2:16])(=[O:15])=[O:14])=[C:8]([OH:17])[C:7]=1[N+:18]([O-])=O.[H][H]. (7) Given the product [C:3]1([C:3]2[CH:8]=[CH:7][CH:6]=[C:5]([C:3]3[CH:8]=[CH:7][CH:6]=[CH:5][CH:4]=3)[C:4]=2[OH:1])[CH:8]=[CH:7][CH:6]=[CH:5][CH:4]=1, predict the reactants needed to synthesize it. The reactants are: [OH-:1].[K+].[CH2:3]1[CH2:8][CH2:7][CH2:6][CH2:5][CH2:4]1.